This data is from CYP1A2 inhibition data for predicting drug metabolism from PubChem BioAssay. The task is: Regression/Classification. Given a drug SMILES string, predict its absorption, distribution, metabolism, or excretion properties. Task type varies by dataset: regression for continuous measurements (e.g., permeability, clearance, half-life) or binary classification for categorical outcomes (e.g., BBB penetration, CYP inhibition). Dataset: cyp1a2_veith. (1) The drug is CC1(C)CC(=O)C(CCC(=O)c2ccccc2)C(C)(C)N1. The result is 0 (non-inhibitor). (2) The molecule is N#CCCn1c(=O)c(-c2ccc(Cl)cc2)nc2cnc(N3CCNCC3)nc21. The result is 1 (inhibitor). (3) The molecule is CCOC(=O)Cn1nc(C)n(-c2ccc(C(C)(C)C)cc2)c1=O. The result is 0 (non-inhibitor). (4) The molecule is CCn1c(=O)n(CC)c2cc([N+](=O)[O-])ccc21. The result is 1 (inhibitor). (5) The compound is CN(C)Cc1ccc(O)c(CN(C)C)n1. The result is 0 (non-inhibitor).